From a dataset of Forward reaction prediction with 1.9M reactions from USPTO patents (1976-2016). Predict the product of the given reaction. (1) Given the reactants [CH3:1][C:2]1[C:7]([CH2:8]O)=[CH:6][CH:5]=[C:4]([C:10]2[CH:15]=[CH:14][C:13]([C:16]([F:19])([F:18])[F:17])=[CH:12][CH:11]=2)[N:3]=1.S(Cl)([Cl:22])=O, predict the reaction product. The product is: [Cl:22][CH2:8][C:7]1[C:2]([CH3:1])=[N:3][C:4]([C:10]2[CH:15]=[CH:14][C:13]([C:16]([F:19])([F:18])[F:17])=[CH:12][CH:11]=2)=[CH:5][CH:6]=1. (2) Given the reactants [Br:1][C:2]1[C:3]([CH2:12][Br:13])=[C:4]([CH:9]=[CH:10][CH:11]=1)[C:5](OC)=[O:6].CC(C[AlH]CC(C)C)C, predict the reaction product. The product is: [Br:1][C:2]1[C:3]([CH2:12][Br:13])=[C:4]([CH2:5][OH:6])[CH:9]=[CH:10][CH:11]=1. (3) Given the reactants [C:1]([C:5]1[CH:10]=[C:9](C(C)(C)C)[CH:8]=[C:7]([C:15]([CH3:18])([CH3:17])[CH3:16])[CH:6]=1)([CH3:4])([CH3:3])[CH3:2].[Br:19]Br, predict the reaction product. The product is: [Br:19][C:9]1[CH:10]=[C:5]([C:1]([CH3:4])([CH3:3])[CH3:2])[CH:6]=[C:7]([C:15]([CH3:18])([CH3:17])[CH3:16])[CH:8]=1. (4) Given the reactants [NH2:1][C:2]1[CH:10]=[CH:9][C:8]([O:11][CH3:12])=[CH:7][C:3]=1[C:4]([NH2:6])=[O:5].C(N(CC)CC)C.Cl[C:21](=[O:27])[C:22]([O:24][CH2:25][CH3:26])=[O:23].O, predict the reaction product. The product is: [NH2:6][C:4]([C:3]1[CH:7]=[C:8]([O:11][CH3:12])[CH:9]=[CH:10][C:2]=1[NH:1][C:21](=[O:27])[C:22]([O:24][CH2:25][CH3:26])=[O:23])=[O:5]. (5) Given the reactants [CH3:1][O:2][C:3]1[CH:8]=[CH:7][CH:6]=[CH:5][C:4]=1[C:9]1[N:10]([C:17]2[CH:22]=[CH:21][C:20]([CH3:23])=[CH:19][CH:18]=2)[CH:11]=[C:12]([C:14]([OH:16])=O)[N:13]=1.Cl.C(N=C=N)C.C(N(CC)CC)C.Cl.[CH3:38][NH:39][O:40][CH3:41], predict the reaction product. The product is: [CH3:41][O:40][N:39]([CH3:38])[C:14]([C:12]1[N:13]=[C:9]([C:4]2[CH:5]=[CH:6][CH:7]=[CH:8][C:3]=2[O:2][CH3:1])[N:10]([C:17]2[CH:22]=[CH:21][C:20]([CH3:23])=[CH:19][CH:18]=2)[CH:11]=1)=[O:16]. (6) Given the reactants [CH3:1][O:2][C:3]([CH:5]1[CH2:9][CH:8]([CH2:10][CH:11]=[CH:12][CH3:13])[CH2:7][N:6]1[C:14]([O:16][C:17]([CH3:20])([CH3:19])[CH3:18])=[O:15])=[O:4].[O:21]=O, predict the reaction product. The product is: [CH3:1][O:2][C:3]([CH:5]1[CH2:9][CH:8]([CH2:10][CH2:11][C:12](=[O:21])[CH3:13])[CH2:7][N:6]1[C:14]([O:16][C:17]([CH3:19])([CH3:18])[CH3:20])=[O:15])=[O:4]. (7) Given the reactants C([N:8]1[CH2:13][CH2:12][N:11]([C@H:14]2[CH:19]3[CH2:20][CH2:21][N:16]([CH2:17][CH2:18]3)[CH2:15]2)[CH2:10][CH2:9]1)C1C=CC=CC=1, predict the reaction product. The product is: [N:11]1([C@H:14]2[CH:19]3[CH2:18][CH2:17][N:16]([CH2:21][CH2:20]3)[CH2:15]2)[CH2:10][CH2:9][NH:8][CH2:13][CH2:12]1.